Dataset: Catalyst prediction with 721,799 reactions and 888 catalyst types from USPTO. Task: Predict which catalyst facilitates the given reaction. (1) Reactant: [C-:1]#[N:2].[K+].[CH3:4][O:5][C:6]1[C:7]([CH3:19])=[C:8]2[C:12](=[CH:13][CH:14]=1)[NH:11][CH:10]=[C:9]2[CH2:15]N(C)C. Product: [CH3:4][O:5][C:6]1[C:7]([CH3:19])=[C:8]2[C:12](=[CH:13][CH:14]=1)[NH:11][CH:10]=[C:9]2[CH2:15][C:1]#[N:2]. The catalyst class is: 145. (2) The catalyst class is: 4. Product: [CH3:8][O:9][C:10](=[O:52])[CH2:11][C:12]1[CH:17]=[CH:16][C:15]([C:18]2[CH:23]=[CH:22][C:21]([C:24]([CH2:27][CH3:28])([C:29]3[CH:34]=[CH:33][C:32]([CH2:35][CH2:36][CH:37]([OH:42])[C:38]([CH3:40])([CH3:41])[CH3:39])=[C:31]([CH3:50])[CH:30]=3)[CH2:25][CH3:26])=[CH:20][C:19]=2[CH3:51])=[CH:14][CH:13]=1. Reactant: FC(F)(F)C(O)=O.[CH3:8][O:9][C:10](=[O:52])[CH2:11][C:12]1[CH:17]=[CH:16][C:15]([C:18]2[CH:23]=[CH:22][C:21]([C:24]([C:29]3[CH:34]=[CH:33][C:32]([CH2:35][CH2:36][CH:37]([O:42][Si](C(C)(C)C)(C)C)[C:38]([CH3:41])([CH3:40])[CH3:39])=[C:31]([CH3:50])[CH:30]=3)([CH2:27][CH3:28])[CH2:25][CH3:26])=[CH:20][C:19]=2[CH3:51])=[CH:14][CH:13]=1. (3) Reactant: C(OC([NH:8][CH2:9][CH2:10][CH2:11][CH2:12][CH2:13][N:14]1[C:24](=[O:25])[C:23]2[N:26]3[C:16](=[CH:17][N:18]=[C:19]3[CH:20]=[CH:21][CH:22]=2)[CH2:15]1)=O)(C)(C)C.[ClH:27]. Product: [ClH:27].[ClH:27].[NH2:8][CH2:9][CH2:10][CH2:11][CH2:12][CH2:13][N:14]1[C:24](=[O:25])[C:23]2[N:26]3[C:16](=[CH:17][N:18]=[C:19]3[CH:20]=[CH:21][CH:22]=2)[CH2:15]1. The catalyst class is: 8. (4) Reactant: [Br:1][C:2]1[C:3]([CH3:11])=[C:4]([CH:8]=[CH:9][CH:10]=1)[C:5](O)=[O:6].O.O[N:14]1C2C=CC=CC=2N=N1.ClCCl.CN(C=O)C.Cl.CN(C)CCCN=C=NCC. Product: [Br:1][C:2]1[C:3]([CH3:11])=[C:4]([CH:8]=[CH:9][CH:10]=1)[C:5]([NH2:14])=[O:6]. The catalyst class is: 13. (5) Reactant: Br[C:2]1[C:3]2[N:4]([C:16](=[O:31])[N:17]([CH2:19][C:20]3[C:21]([CH3:30])=[N:22][C:23]([C:26]([F:29])([F:28])[F:27])=[CH:24][CH:25]=3)[N:18]=2)[C:5]([CH3:15])=[CH:6][C:7]=1[C:8]1[CH:13]=[CH:12][C:11]([Cl:14])=[CH:10][CH:9]=1.CC1(C)C(C)(C)OB([C:40]2[CH:45]=[CH:44][N:43]=[CH:42][CH:41]=2)O1.C(=O)([O-])[O-].[Na+].[Na+]. The catalyst class is: 398. Product: [Cl:14][C:11]1[CH:10]=[CH:9][C:8]([C:7]2[CH:6]=[C:5]([CH3:15])[N:4]3[C:16](=[O:31])[N:17]([CH2:19][C:20]4[C:21]([CH3:30])=[N:22][C:23]([C:26]([F:29])([F:27])[F:28])=[CH:24][CH:25]=4)[N:18]=[C:3]3[C:2]=2[C:40]2[CH:45]=[CH:44][N:43]=[CH:42][CH:41]=2)=[CH:13][CH:12]=1. (6) Reactant: C([O-])(=O)C.[Na+].[NH2:6][C:7]1[CH:12]=[CH:11][CH:10]=[CH:9][C:8]=1[OH:13].[CH3:14][O:15][C:16]1[CH:23]=[CH:22][C:19]([CH:20]=O)=[CH:18][CH:17]=1.C(OCC)(=O)C. Product: [CH3:14][O:15][C:16]1[CH:23]=[CH:22][C:19]([C:20]2[O:13][C:8]3[CH:9]=[CH:10][CH:11]=[CH:12][C:7]=3[N:6]=2)=[CH:18][CH:17]=1. The catalyst class is: 86. (7) Reactant: [H-].[Na+].[CH2:3]([OH:8])[CH2:4][CH2:5][CH2:6][OH:7].[CH2:9](Br)[C:10]1[CH:15]=[CH:14][CH:13]=[CH:12][CH:11]=1.Cl. The catalyst class is: 7. Product: [CH2:9]([O:7][CH2:6][CH2:5][CH2:4][CH2:3][OH:8])[C:10]1[CH:15]=[CH:14][CH:13]=[CH:12][CH:11]=1. (8) Reactant: [H-].[Na+].[CH:3]1([C:6]2[N:11]=[C:10]([C:12]3[NH:13][O:14][C:15](=[O:17])[N:16]=3)[CH:9]=[C:8]([C:18]([F:21])([F:20])[F:19])[N:7]=2)[CH2:5][CH2:4]1.[C:22]([O:28][CH2:29]Cl)(=[O:27])[C:23]([CH3:26])([CH3:25])[CH3:24].[Cl-].[NH4+]. Product: [CH3:24][C:23]([CH3:26])([CH3:25])[C:22](=[O:27])[O:28][CH2:29][N:16]1[C:15](=[O:17])[O:14][N:13]=[C:12]1[C:10]1[CH:9]=[C:8]([C:18]([F:19])([F:21])[F:20])[N:7]=[C:6]([CH:3]2[CH2:4][CH2:5]2)[N:11]=1. The catalyst class is: 9. (9) Reactant: C(O)(C(F)(F)F)=O.[F:8][C:9]1[N:10]=[CH:11][C:12]2[C:17]([CH:18]=1)=[CH:16][C:15]([C:19]1[S:23][C:22]([CH2:24][CH2:25][C@@H:26]([NH:38]C(=O)OC(C)(C)C)[CH2:27][C:28]3[CH:33]=[CH:32][C:31]([C:34]([F:37])([F:36])[F:35])=[CH:30][CH:29]=3)=[N:21][CH:20]=1)=[CH:14][CH:13]=2. Product: [F:8][C:9]1[N:10]=[CH:11][C:12]2[C:17]([CH:18]=1)=[CH:16][C:15]([C:19]1[S:23][C:22]([CH2:24][CH2:25][C@@H:26]([NH2:38])[CH2:27][C:28]3[CH:33]=[CH:32][C:31]([C:34]([F:36])([F:37])[F:35])=[CH:30][CH:29]=3)=[N:21][CH:20]=1)=[CH:14][CH:13]=2. The catalyst class is: 2.